Dataset: Acute oral toxicity (LD50) regression data from Zhu et al.. Task: Regression/Classification. Given a drug SMILES string, predict its toxicity properties. Task type varies by dataset: regression for continuous values (e.g., LD50, hERG inhibition percentage) or binary classification for toxic/non-toxic outcomes (e.g., AMES mutagenicity, cardiotoxicity, hepatotoxicity). Dataset: ld50_zhu. (1) The molecule is C=CCSP(=O)(NC(=O)CC)OC. The rat oral LD50 is 3.25, given as -log10 of the dose in mol/kg body weight (higher means more acutely toxic). (2) The molecule is CC=CCC(C(=O)O)c1ccc(-c2ccccc2)cc1. The rat oral LD50 is 2.42, given as -log10 of the dose in mol/kg body weight (higher means more acutely toxic). (3) The drug is C=CCOc1nc(OCC=C)nc(OCC=C)n1. The rat oral LD50 is 2.63, given as -log10 of the dose in mol/kg body weight (higher means more acutely toxic). (4) The rat oral LD50 is 1.80, given as -log10 of the dose in mol/kg body weight (higher means more acutely toxic). The molecule is CCOc1ccccc1C(N)=O.